Dataset: Catalyst prediction with 721,799 reactions and 888 catalyst types from USPTO. Task: Predict which catalyst facilitates the given reaction. (1) Reactant: [NH2:1][C:2]1[N:10]=[CH:9][CH:8]=[CH:7][C:3]=1[C:4]([OH:6])=O.CCN=C=NCCCN(C)C.[OH-].[Br:23][C:24]1[CH:38]=[CH:37][C:27]([O:28][C:29]2[CH:36]=[CH:35][C:32]([CH2:33][NH2:34])=[CH:31][CH:30]=2)=[CH:26][CH:25]=1.N1C=CC=CC=1. Product: [Br:23][C:24]1[CH:38]=[CH:37][C:27]([O:28][C:29]2[CH:36]=[CH:35][C:32]([CH2:33][NH:34][C:4](=[O:6])[C:3]3[CH:7]=[CH:8][CH:9]=[N:10][C:2]=3[NH2:1])=[CH:31][CH:30]=2)=[CH:26][CH:25]=1. The catalyst class is: 136. (2) Reactant: [Br:1][C:2]1[CH:3]=[N:4][CH:5]=[C:6]([CH:13]=1)[C:7]([NH:9][CH:10]1[CH2:12][CH2:11]1)=[O:8].CC[O:16]C(C)=O. Product: [CH2:12]1[CH:10]([NH:9][C:7]([C:6]2[CH:5]=[N+:4]([O-:16])[CH:3]=[C:2]([Br:1])[CH:13]=2)=[O:8])[CH2:11]1. The catalyst class is: 5. (3) Reactant: [Cl:1][C:2]1[CH:3]=[C:4]([C:8]2([CH:14]=O)[CH2:13][CH2:12][CH2:11][CH2:10][CH2:9]2)[CH:5]=[CH:6][CH:7]=1.CN.[C:18]([BH3-])#[N:19].[Na+].C(OC(OCC)OCC)C.C([O-])([O-])=O.[K+].[K+]. Product: [ClH:1].[Cl:1][C:2]1[CH:3]=[C:4]([C:8]2([CH2:14][NH:19][CH3:18])[CH2:13][CH2:12][CH2:11][CH2:10][CH2:9]2)[CH:5]=[CH:6][CH:7]=1. The catalyst class is: 5. (4) Reactant: [NH2:1][C:2]1[CH:15]=[CH:14][C:13]([Br:16])=[CH:12][C:3]=1[C:4]([C:6]1[CH:11]=[CH:10][CH:9]=[CH:8][CH:7]=1)=[O:5].C(=O)([O-])[O-].[Na+].[Na+].[F:23][C:24]([F:35])([F:34])[C:25](O[C:25](=[O:26])[C:24]([F:35])([F:34])[F:23])=[O:26]. Product: [C:4]([C:3]1[CH:12]=[C:13]([Br:16])[CH:14]=[CH:15][C:2]=1[NH:1][C:25](=[O:26])[C:24]([F:35])([F:34])[F:23])(=[O:5])[C:6]1[CH:7]=[CH:8][CH:9]=[CH:10][CH:11]=1. The catalyst class is: 28.